From a dataset of Full USPTO retrosynthesis dataset with 1.9M reactions from patents (1976-2016). Predict the reactants needed to synthesize the given product. (1) Given the product [CH3:34][N:33]([CH2:32][C:9]1[C:10]2[O:14][N:13]=[C:12]([CH2:15][CH2:16][CH:17]3[CH2:22][CH2:21][N:20]([CH2:23][C:37]4[CH:42]=[CH:41][CH:40]=[CH:39][CH:38]=4)[CH2:19][CH2:18]3)[C:11]=2[CH:30]=[CH:31][C:8]=1[O:7][CH:1]1[CH2:6][CH2:5][CH2:4][CH:3]=[CH:2]1)[CH3:35].[CH2:43]([N:20]1[CH2:21][CH2:22][CH:17]([CH2:16][CH2:15][C:12]2[C:11]3[CH:30]=[CH:31][C:8]([OH:7])=[C:9]([CH2:32][N:33]([CH3:34])[CH3:35])[C:10]=3[O:14][N:13]=2)[CH2:18][CH2:19]1)[C:37]1[CH:42]=[CH:41][CH:40]=[CH:39][CH:38]=1, predict the reactants needed to synthesize it. The reactants are: [CH:1]1([O:7][C:8]2[CH:31]=[CH:30][C:11]3[C:12]([CH2:15][CH2:16][CH:17]4[CH2:22][CH2:21][N:20]([C:23](OC(C)(C)C)=O)[CH2:19][CH2:18]4)=[N:13][O:14][C:10]=3[C:9]=2[CH2:32][N:33]([CH3:35])[CH3:34])[CH2:6][CH2:5][CH2:4][CH:3]=[CH:2]1.Cl.[C:37]1([CH3:43])[CH:42]=[CH:41][CH:40]=[CH:39][CH:38]=1. (2) Given the product [N:8]1[C:12]2([CH2:13][CH2:14][CH2:15][CH2:16]2)[CH2:11][S:10][C:9]=1[NH:17][C:13]1[CH:14]=[CH:2][C:3]([OH:5])=[N:8][CH:12]=1, predict the reactants needed to synthesize it. The reactants are: F[C:2](F)(F)[C:3]([OH:5])=O.[N:8]1[C:12]2([CH2:16][CH2:15][CH2:14][CH2:13]2)[CH2:11][S:10][C:9]=1[NH:17]NC1C=NC(OCC[Si](C)(C)C)=CC=1. (3) Given the product [CH3:57][CH:53]1[N:52]([C:58](=[O:59])[C:60]2[CH:65]=[CH:64][CH:63]=[CH:62][C:61]=2[C:66]([F:69])([F:68])[F:67])[CH:51]([CH3:50])[CH2:56][N:55]([C:25](=[O:27])[CH2:24][NH:23][C:21]([C:18]2[CH:17]=[C:16]([C:10]3[CH:11]=[CH:12][CH:13]=[CH:14][CH:15]=3)[NH:20][N:19]=2)=[O:22])[CH2:54]1, predict the reactants needed to synthesize it. The reactants are: CCN(C(C)C)C(C)C.[C:10]1([C:16]2[NH:20][N:19]=[C:18]([C:21]([NH:23][CH2:24][C:25]([OH:27])=O)=[O:22])[CH:17]=2)[CH:15]=[CH:14][CH:13]=[CH:12][CH:11]=1.C1C=CC2N(O)N=NC=2C=1.CCN=C=NCCCN(C)C.Cl.[CH3:50][CH:51]1[CH2:56][NH:55][CH2:54][CH:53]([CH3:57])[N:52]1[C:58]([C:60]1[CH:65]=[CH:64][CH:63]=[CH:62][C:61]=1[C:66]([F:69])([F:68])[F:67])=[O:59]. (4) Given the product [Cl:1][C:2]1[C:3]([O:29][C:30]2[CH:35]=[CH:34][N:33]=[C:32]([NH:42][C:40]([CH:37]3[CH2:39][CH2:38]3)=[O:41])[CH:31]=2)=[CH:4][C:5]([F:28])=[C:6]([NH:8][C:9]([C:11]2[C:12](=[O:27])[N:13]([C:20]3[CH:21]=[CH:22][C:23]([F:26])=[CH:24][CH:25]=3)[CH:14]=[CH:15][C:16]=2[O:17][CH2:18][CH3:19])=[O:10])[CH:7]=1, predict the reactants needed to synthesize it. The reactants are: [Cl:1][C:2]1[C:3]([O:29][C:30]2[CH:35]=[CH:34][N:33]=[C:32](Cl)[CH:31]=2)=[CH:4][C:5]([F:28])=[C:6]([NH:8][C:9]([C:11]2[C:12](=[O:27])[N:13]([C:20]3[CH:25]=[CH:24][C:23]([F:26])=[CH:22][CH:21]=3)[CH:14]=[CH:15][C:16]=2[O:17][CH2:18][CH3:19])=[O:10])[CH:7]=1.[CH:37]1([C:40]([NH2:42])=[O:41])[CH2:39][CH2:38]1.C([O-])([O-])=O.[Cs+].[Cs+].CC1(C)C2C(=C(P(C3C=CC=CC=3)C3C=CC=CC=3)C=CC=2)OC2C(P(C3C=CC=CC=3)C3C=CC=CC=3)=CC=CC1=2. (5) Given the product [Cl:1][C:2]1[CH:7]=[CH:6][N:5]=[C:4]([CH2:8][NH:9][C:10]2[O:11][C:12]3[C:18]([O:19][CH3:20])=[CH:17][C:16]([C:21]([N:27]4[C@H:28]([CH3:31])[CH2:29][O:30][C:25]([CH2:32][CH2:33][OH:34])([CH3:24])[CH2:26]4)=[O:23])=[CH:15][C:13]=3[N:14]=2)[CH:3]=1, predict the reactants needed to synthesize it. The reactants are: [Cl:1][C:2]1[CH:7]=[CH:6][N:5]=[C:4]([CH2:8][NH:9][C:10]2[O:11][C:12]3[C:18]([O:19][CH3:20])=[CH:17][C:16]([C:21]([OH:23])=O)=[CH:15][C:13]=3[N:14]=2)[CH:3]=1.[CH3:24][C:25]1([CH2:32][CH2:33][OH:34])[O:30][CH2:29][C@@H:28]([CH3:31])[NH:27][CH2:26]1.C(N(CC)C(C)C)(C)C.CN(C(ON1N=NC2C=CC=NC1=2)=[N+](C)C)C.F[P-](F)(F)(F)(F)F. (6) Given the product [Si:14]([C:5]1[N:6]=[C:2]([Br:1])[S:3][CH:4]=1)([CH3:17])([CH3:16])[CH3:15], predict the reactants needed to synthesize it. The reactants are: [Br:1][C:2]1[S:3][CH:4]=[C:5](Br)[N:6]=1.[Li]CCCC.Cl[Si:14]([CH3:17])([CH3:16])[CH3:15]. (7) Given the product [CH3:27][NH:28][C:11]([C:9]1[CH:8]=[CH:7][C:6]2[N:2]([CH3:1])[C:3]([NH:14][C:15]3[S:16][C:17]4[CH:23]=[C:22]([Cl:24])[CH:21]=[CH:20][C:18]=4[N:19]=3)=[N:4][C:5]=2[CH:10]=1)=[O:12], predict the reactants needed to synthesize it. The reactants are: [CH3:1][N:2]1[C:6]2[CH:7]=[CH:8][C:9]([C:11](O)=[O:12])=[CH:10][C:5]=2[N:4]=[C:3]1[NH:14][C:15]1[S:16][C:17]2[CH:23]=[C:22]([Cl:24])[CH:21]=[CH:20][C:18]=2[N:19]=1.CN.[CH3:27][N:28](C(ON1N=NC2C=CC=CC1=2)=[N+](C)C)C.F[P-](F)(F)(F)(F)F.CCN(C(C)C)C(C)C.